The task is: Predict the product of the given reaction.. This data is from Forward reaction prediction with 1.9M reactions from USPTO patents (1976-2016). (1) Given the reactants [CH3:1][C:2]1[CH:26]=[CH:25][C:5]2[S:6][C:7]([C:9]3[CH:14]=[CH:13][C:12]([C:15]4[CH:20]=[CH:19][CH:18]=[CH:17][CH:16]=4)=[C:11]([C:21]([F:24])([F:23])[F:22])[CH:10]=3)=[CH:8][C:4]=2[CH:3]=1.C(Cl)(Cl)[Cl:28], predict the reaction product. The product is: [Cl:28][C:8]1[C:4]2[CH:3]=[C:2]([CH3:1])[CH:26]=[CH:25][C:5]=2[S:6][C:7]=1[C:9]1[CH:14]=[CH:13][C:12]([C:15]2[CH:16]=[CH:17][CH:18]=[CH:19][CH:20]=2)=[C:11]([C:21]([F:22])([F:23])[F:24])[CH:10]=1. (2) Given the reactants C(Cl)(=O)C(Cl)=O.CS(C)=O.[OH:11][CH2:12][CH2:13][N:14]1[CH2:18][CH2:17][CH2:16][C:15]1=[O:19].CCN(CC)CC.C([O-])(O)=O.[Na+], predict the reaction product. The product is: [O:19]=[C:15]1[CH2:16][CH2:17][CH2:18][N:14]1[CH2:13][CH:12]=[O:11]. (3) Given the reactants [C:1]([OH:9])(=[O:8])[CH:2]([CH2:4][C:5]([OH:7])=[O:6])[OH:3].C(O)(C)C.O.[CH3:15][CH2:16][O:17][C:18]([C:20]1[CH:25]([C:26]2[CH:27]=[CH:28][CH:29]=[CH:30][C:31]=2[Cl:32])[C:24]([C:33]([O:35][CH3:36])=[O:34])=[C:23]([CH3:37])[NH:22][C:21]=1[CH2:38][O:39][CH2:40][CH2:41][NH2:42])=[O:19], predict the reaction product. The product is: [CH3:15][CH2:16][O:17][C:18]([C:20]1[CH:25]([C:26]2[CH:27]=[CH:28][CH:29]=[CH:30][C:31]=2[Cl:32])[C:24]([C:33]([O:35][CH3:36])=[O:34])=[C:23]([CH3:37])[NH:22][C:21]=1[CH2:38][O:39][CH2:40][CH2:41][NH2:42])=[O:19].[C:1]([O-:9])(=[O:8])[CH:2]([CH2:4][C:5]([O-:7])=[O:6])[OH:3]. (4) Given the reactants [NH:1]1[CH:5]=[C:4]([C:6]2[CH:7]=[C:8]([NH:16][C:17](=[O:45])[CH2:18][C:19]3[CH:24]=[CH:23][C:22]([C:25]4[CH:26]=[N:27][C:28]([O:34]CC5C=CC(OC)=CC=5)=[C:29]([O:31][CH2:32][CH3:33])[CH:30]=4)=[CH:21][C:20]=3[F:44])[CH:9]=[C:10]([C:12]([F:15])([F:14])[F:13])[CH:11]=2)[CH:3]=[N:2]1.C(O)(C(F)(F)F)=O.C(Cl)[Cl:54], predict the reaction product. The product is: [ClH:54].[NH:1]1[CH:5]=[C:4]([C:6]2[CH:7]=[C:8]([NH:16][C:17](=[O:45])[CH2:18][C:19]3[CH:24]=[CH:23][C:22]([C:25]4[CH:30]=[C:29]([O:31][CH2:32][CH3:33])[C:28](=[O:34])[NH:27][CH:26]=4)=[CH:21][C:20]=3[F:44])[CH:9]=[C:10]([C:12]([F:15])([F:14])[F:13])[CH:11]=2)[CH:3]=[N:2]1. (5) Given the reactants [NH2:1][C:2]1[CH:3]=[CH:4][C:5]([Br:51])=[C:6]([CH2:8][N:9]([CH3:50])[C:10]([CH:12]([NH:24][C:25]2[CH:26]=[C:27]3[C:32](=[CH:33][CH:34]=2)[C:31]([N:35]([C:43]([O:45][C:46]([CH3:49])([CH3:48])[CH3:47])=[O:44])[C:36](=[O:42])[O:37][C:38]([CH3:41])([CH3:40])[CH3:39])=[N:30][CH:29]=[CH:28]3)[C:13]2[CH:18]=[CH:17][C:16]([C@@H:19]([CH3:22])[CH2:20][OH:21])=[C:15]([CH3:23])[CH:14]=2)=[O:11])[CH:7]=1.[C:52](Cl)(Cl)=[O:53], predict the reaction product. The product is: [Br:51][C:5]1[CH:4]=[CH:3][C:2]2=[CH:7][C:6]=1[CH2:8][N:9]([CH3:50])[C:10](=[O:11])[C@H:12]([NH:24][C:25]1[CH:26]=[C:27]3[C:32](=[CH:33][CH:34]=1)[C:31]([N:35]([C:36]([O:37][C:38]([CH3:40])([CH3:41])[CH3:39])=[O:42])[C:43](=[O:44])[O:45][C:46]([CH3:49])([CH3:48])[CH3:47])=[N:30][CH:29]=[CH:28]3)[C:13]1[CH:14]=[C:15]([CH3:23])[C:16]([C@@H:19]([CH3:22])[CH2:20][O:21][C:52](=[O:53])[NH:1]2)=[CH:17][CH:18]=1.